This data is from Catalyst prediction with 721,799 reactions and 888 catalyst types from USPTO. The task is: Predict which catalyst facilitates the given reaction. (1) Reactant: [NH2:1][C:2]1[N:10]=[CH:9][CH:8]=[CH:7][C:3]=1[C:4]([OH:6])=O.ON1C2C=CC=CC=2N=N1.CCN=C=NCCCN(C)C.[CH:32]1[C:41]2[CH2:40][CH2:39][CH2:38][CH2:37][C:36]=2[CH:35]=[CH:34][C:33]=1[O:42][C:43]1[CH:50]=[CH:49][C:46]([CH2:47][NH2:48])=[CH:45][CH:44]=1.C(=O)(O)[O-].[Na+]. Product: [CH:32]1[C:41]2[CH2:40][CH2:39][CH2:38][CH2:37][C:36]=2[CH:35]=[CH:34][C:33]=1[O:42][C:43]1[CH:44]=[CH:45][C:46]([CH2:47][NH:48][C:4](=[O:6])[C:3]2[CH:7]=[CH:8][CH:9]=[N:10][C:2]=2[NH2:1])=[CH:49][CH:50]=1. The catalyst class is: 3. (2) Product: [CH3:1][O:2][C:3](=[O:12])[C:4]1[CH:9]=[C:8]([Cl:10])[CH:7]=[CH:6][C:5]=1[NH:11][C:24](=[O:25])[C:23]1[CH:27]=[CH:28][CH:29]=[C:21]([CH2:20][Cl:19])[CH:22]=1. Reactant: [CH3:1][O:2][C:3](=[O:12])[C:4]1[CH:9]=[C:8]([Cl:10])[CH:7]=[CH:6][C:5]=1[NH2:11].N1C=CC=CC=1.[Cl:19][CH2:20][C:21]1[CH:22]=[C:23]([CH:27]=[CH:28][CH:29]=1)[C:24](Cl)=[O:25]. The catalyst class is: 2.